From a dataset of Forward reaction prediction with 1.9M reactions from USPTO patents (1976-2016). Predict the product of the given reaction. (1) Given the reactants [F:1][C:2]1[CH:11]=[CH:10][CH:9]=[C:8]2[C:3]=1[CH2:4][CH2:5][CH2:6][C:7]2=O.[Si](C#N)(C)(C)C.[C:19]([O-])([OH:21])=[O:20].[Na+], predict the reaction product. The product is: [F:1][C:2]1[CH:11]=[CH:10][CH:9]=[C:8]2[C:3]=1[CH2:4][CH2:5][CH2:6][CH:7]2[C:19]([OH:21])=[O:20]. (2) Given the reactants [N+:1]([C:4]1[N:9]=[CH:8][C:7]2[C:10]([C:13]3[CH:14]=[N:15][N:16]([CH:18]4[CH2:23][CH2:22][NH:21][CH2:20][CH2:19]4)[CH:17]=3)=[CH:11][O:12][C:6]=2[C:5]=1[OH:24])([O-:3])=[O:2].[C:25]([O:29][C:30](O[C:30]([O:29][C:25]([CH3:28])([CH3:27])[CH3:26])=[O:31])=[O:31])([CH3:28])([CH3:27])[CH3:26].CCN(C(C)C)C(C)C, predict the reaction product. The product is: [C:25]([O:29][C:30]([N:21]1[CH2:20][CH2:19][CH:18]([N:16]2[CH:17]=[C:13]([C:10]3[C:7]4[CH:8]=[N:9][C:4]([N+:1]([O-:3])=[O:2])=[C:5]([OH:24])[C:6]=4[O:12][CH:11]=3)[CH:14]=[N:15]2)[CH2:23][CH2:22]1)=[O:31])([CH3:28])([CH3:27])[CH3:26]. (3) Given the reactants [Cl-].[CH3:2][O:3][C:4]([C@@H:6]1[CH2:10][CH2:9][CH2:8][NH2+:7]1)=[O:5].C(N(CC)CC)C.[Cl:18][C:19]1[CH:24]=[C:23](Cl)[N:22]=[C:21]([C:26]2[N:30]3[CH:31]=[C:32]([F:35])[CH:33]=[CH:34][C:29]3=[N:28][CH:27]=2)[N:20]=1, predict the reaction product. The product is: [Cl:18][C:19]1[N:20]=[C:21]([C:26]2[N:30]3[CH:31]=[C:32]([F:35])[CH:33]=[CH:34][C:29]3=[N:28][CH:27]=2)[N:22]=[C:23]([N:7]2[CH2:8][CH2:9][CH2:10][C@H:6]2[C:4]([O:3][CH3:2])=[O:5])[CH:24]=1. (4) Given the reactants [CH2:1]([O:8][CH2:9][CH2:10][O:11][C:12]1[C:13](Br)=[C:14]([C:17]([F:20])=[CH:18][CH:19]=1)[CH:15]=[O:16])[C:2]1[CH:7]=[CH:6][CH:5]=[CH:4][CH:3]=1.[B:22]1(B2OC(C)(C)C(C)(C)O2)[O:26]C(C)(C)C(C)(C)[O:23]1.CC([O-])=O.[K+].N#N, predict the reaction product. The product is: [CH2:1]([O:8][CH2:9][CH2:10][O:11][C:12]1[C:13]([B:22]([OH:26])[OH:23])=[C:14]([CH:15]=[O:16])[C:17]([F:20])=[CH:18][CH:19]=1)[C:2]1[CH:7]=[CH:6][CH:5]=[CH:4][CH:3]=1. (5) Given the reactants [CH2:1]([O:8][C:9]1[CH:10]=[C:11]([CH2:15][CH2:16][NH:17][CH2:18][CH:19]2[CH2:21][CH2:20]2)[CH:12]=[CH:13][CH:14]=1)[C:2]1[CH:7]=[CH:6][CH:5]=[CH:4][CH:3]=1.C(N(CC)CC)C.[Cl:29][CH2:30][C:31]([NH:33][CH3:34])=[O:32], predict the reaction product. The product is: [ClH:29].[CH2:1]([O:8][C:9]1[CH:10]=[C:11]([CH2:15][CH2:16][N:17]([CH2:18][CH:19]2[CH2:21][CH2:20]2)[CH2:30][C:31]([NH:33][CH3:34])=[O:32])[CH:12]=[CH:13][CH:14]=1)[C:2]1[CH:3]=[CH:4][CH:5]=[CH:6][CH:7]=1. (6) Given the reactants [N+:1]([C:4]1[C:9]([C:10]#[C:11][C:12]2[CH:13]=[C:14]([NH:18][C:19]([N:21]3[CH2:25][CH2:24][N:23]([C:26]4[CH:31]=[CH:30][CH:29]=[CH:28][CH:27]=4)[C:22]3=[O:32])=[O:20])[CH:15]=[CH:16][CH:17]=2)=[CH:8][CH:7]=[CH:6][N:5]=1)([O-])=O.NC1C=CC([O:38]C2N=CN=C(NC(N3CCCC3)=O)C=2)=C(F)C=1, predict the reaction product. The product is: [CH:22]([OH:32])=[O:38].[NH2:1][C:4]1[C:9]([C:10]#[C:11][C:12]2[CH:13]=[C:14]([NH:18][C:19]([N:21]3[CH2:25][CH2:24][N:23]([C:26]4[CH:31]=[CH:30][CH:29]=[CH:28][CH:27]=4)[C:22]3=[O:32])=[O:20])[CH:15]=[CH:16][CH:17]=2)=[CH:8][CH:7]=[CH:6][N:5]=1. (7) Given the reactants [Cl:1][C:2]1[C:7]([Cl:8])=[C:6]([S:9](=[O:19])(=[O:18])[NH:10][C@@H:11]([CH2:16][CH3:17])[C:12]([F:15])([F:14])[F:13])[CH:5]=[CH:4][C:3]=1[C:20]1[S:24][C:23]([C:25]([NH:27][NH:28][C:29](=O)[CH2:30][C:31]([CH3:37])([CH3:36])[C:32]([O:34][CH3:35])=[O:33])=[O:26])=[N:22][C:21]=1[CH2:39][C:40]([O:43][CH3:44])([CH3:42])[CH3:41].S(Cl)(C1C=CC(C)=CC=1)(=O)=O.O, predict the reaction product. The product is: [Cl:1][C:2]1[C:7]([Cl:8])=[C:6]([S:9](=[O:19])(=[O:18])[NH:10][C@@H:11]([CH2:16][CH3:17])[C:12]([F:14])([F:15])[F:13])[CH:5]=[CH:4][C:3]=1[C:20]1[S:24][C:23]([C:25]2[O:26][C:29]([CH2:30][C:31]([CH3:37])([CH3:36])[C:32]([O:34][CH3:35])=[O:33])=[N:28][N:27]=2)=[N:22][C:21]=1[CH2:39][C:40]([O:43][CH3:44])([CH3:42])[CH3:41]. (8) Given the reactants C1(P(C2C=CC=CC=2)C2C=CC=CC=2)C=CC=CC=1.[S:20]([Cl:24])(Cl)(=[O:22])=[O:21].[CH3:25][CH:26]([CH3:33])/[CH:27]=[CH:28]/S([O-])(=O)=O.C([N+](CCCC)(CCCC)CCCC)CCC, predict the reaction product. The product is: [CH3:25][CH:26]([CH3:33])/[CH:27]=[CH:28]/[S:20]([Cl:24])(=[O:22])=[O:21]. (9) Given the reactants CS(O[CH2:6][C:7]1[CH:12]=[CH:11][C:10]([C:13]2[CH2:14][C:15]([C:22]3[CH:27]=[C:26]([Cl:28])[CH:25]=[C:24]([Cl:29])[CH:23]=3)([C:18]([F:21])([F:20])[F:19])[CH2:16][N:17]=2)=[CH:9][C:8]=1[Br:30])(=O)=O.[NH3:31].CO.COC(C)(C)C, predict the reaction product. The product is: [Br:30][C:8]1[CH:9]=[C:10]([C:13]2[CH2:14][C:15]([C:22]3[CH:23]=[C:24]([Cl:29])[CH:25]=[C:26]([Cl:28])[CH:27]=3)([C:18]([F:20])([F:19])[F:21])[CH2:16][N:17]=2)[CH:11]=[CH:12][C:7]=1[CH2:6][NH2:31]. (10) Given the reactants [CH3:1][O:2][C:3](=[O:14])[CH2:4][O:5][C:6]1[CH:11]=[CH:10][C:9]([Cl:12])=[C:8]([NH2:13])[CH:7]=1.C([O:17][C:18](=O)[CH:19]([CH2:24][C:25]1[CH:30]=[CH:29][C:28]([C:31](=[O:36])[C:32]([CH3:35])([CH3:34])[CH3:33])=[CH:27][CH:26]=1)[C:20](=O)[CH2:21][CH3:22])C, predict the reaction product. The product is: [CH3:1][O:2][C:3](=[O:14])[CH2:4][O:5][C:6]1[CH:11]=[CH:10][C:9]([Cl:12])=[C:8]2[C:7]=1[C:18](=[O:17])[C:19]([CH2:24][C:25]1[CH:26]=[CH:27][C:28]([C:31](=[O:36])[C:32]([CH3:34])([CH3:33])[CH3:35])=[CH:29][CH:30]=1)=[C:20]([CH2:21][CH3:22])[NH:13]2.